Dataset: Forward reaction prediction with 1.9M reactions from USPTO patents (1976-2016). Task: Predict the product of the given reaction. (1) Given the reactants [CH3:1][O:2][C:3]([C:5]1[CH:10]=[N:9][C:8](OS(C)(=O)=O)=[CH:7][N:6]=1)=[O:4].[NH:16]1[CH2:21][CH2:20][CH2:19][CH2:18][CH2:17]1, predict the reaction product. The product is: [CH3:1][O:2][C:3]([C:5]1[CH:10]=[N:9][C:8]([N:16]2[CH2:21][CH2:20][CH2:19][CH2:18][CH2:17]2)=[CH:7][N:6]=1)=[O:4]. (2) Given the reactants [Cl:1][C:2]1[C:11]2[C:6](=[CH:7][C:8]([O:13][CH3:14])=[C:9]([F:12])[CH:10]=2)[CH:5]=[C:4]([OH:15])[N:3]=1.[C:16]([O-])([O-])=O.[K+].[K+].IC, predict the reaction product. The product is: [Cl:1][C:2]1[C:11]2[C:6](=[CH:7][C:8]([O:13][CH3:14])=[C:9]([F:12])[CH:10]=2)[CH:5]=[C:4]([O:15][CH3:16])[N:3]=1. (3) Given the reactants [CH:1]([NH:3][NH:4][C:5](=[O:17])[C:6]1[CH:11]=[C:10]([CH2:12][CH3:13])[C:9]([O:14][CH3:15])=[N:8][C:7]=1[CH3:16])=O.S(Cl)(C1C=CC(C)=CC=1)(=O)=O.C(N=P1(N(CC)CC)N(C)CCCN1C)(C)(C)C, predict the reaction product. The product is: [CH2:12]([C:10]1[C:9]([O:14][CH3:15])=[N:8][C:7]([CH3:16])=[C:6]([C:5]2[O:17][CH:1]=[N:3][N:4]=2)[CH:11]=1)[CH3:13]. (4) The product is: [Cl:1][C:2]1[CH:3]=[C:4]([CH:5]=[C:6]([Cl:8])[CH:7]=1)[O:9][Si:26]([CH:33]([CH3:35])[CH3:34])([CH:30]([CH3:32])[CH3:31])[CH:27]([CH3:29])[CH3:28]. Given the reactants [Cl:1][C:2]1[CH:3]=[C:4]([OH:9])[CH:5]=[C:6]([Cl:8])[CH:7]=1.N1C(C)=CC=CC=1C.O([Si:26]([CH:33]([CH3:35])[CH3:34])([CH:30]([CH3:32])[CH3:31])[CH:27]([CH3:29])[CH3:28])S(C(F)(F)F)(=O)=O, predict the reaction product. (5) Given the reactants [Cl:1][C:2]1[CH:3]=[C:4]([C:24](O)=[O:25])[C:5]([C:17]2[CH:22]=[CH:21][CH:20]=[C:19]([F:23])[CH:18]=2)=[C:6](/[N:10]=[N:11]/[N:12]([CH2:15][CH3:16])[CH2:13][CH3:14])[C:7]=1[C:8]#[CH:9].C(N(CC)C(C)C)(C)C.Cl.[CH3:37][NH:38][O:39][CH3:40].Cl, predict the reaction product. The product is: [Cl:1][C:2]1[CH:3]=[C:4]([C:24]([N:38]([O:39][CH3:40])[CH3:37])=[O:25])[C:5]([C:17]2[CH:22]=[CH:21][CH:20]=[C:19]([F:23])[CH:18]=2)=[C:6](/[N:10]=[N:11]/[N:12]([CH2:15][CH3:16])[CH2:13][CH3:14])[C:7]=1[C:8]#[CH:9]. (6) Given the reactants C(OC(N=NC(OCC)=O)=O)C.[F:13][C:14]1[CH:15]=[C:16]([C@H:21]([N:26]2[C:34]3[C:29](=[CH:30][CH:31]=[CH:32][C:33]=3[F:35])[C:28]([CH3:37])([CH3:36])[C:27]2=[O:38])[C@H:22](O)[CH2:23][OH:24])[CH:17]=[C:18](F)[CH:19]=1.C1C=CC(P(C2C=CC=CC=2)C2C=CC=CC=2)=CC=1.CCCCCCC, predict the reaction product. The product is: [F:35][C:33]1[CH:32]=[CH:31][CH:30]=[C:29]2[C:34]=1[N:26]([C@@H:21]([C:16]1[CH:17]=[CH:18][CH:19]=[C:14]([F:13])[CH:15]=1)[C@H:22]1[CH2:23][O:24]1)[C:27](=[O:38])[C:28]2([CH3:36])[CH3:37].